From a dataset of Forward reaction prediction with 1.9M reactions from USPTO patents (1976-2016). Predict the product of the given reaction. (1) Given the reactants [CH2:1]([O:3][C:4]([C:6]1[N:7]=[C:8](S(C)(=O)=O)[N:9]([CH3:21])[C:10](=[O:20])[C:11]=1[O:12][CH2:13][C:14]1[CH:19]=[CH:18][CH:17]=[CH:16][CH:15]=1)=[O:5])[CH3:2].N1CC[O:29]CC1, predict the reaction product. The product is: [CH2:1]([O:3][C:4]([C:6]1[NH:7][C:8](=[O:29])[N:9]([CH3:21])[C:10](=[O:20])[C:11]=1[O:12][CH2:13][C:14]1[CH:19]=[CH:18][CH:17]=[CH:16][CH:15]=1)=[O:5])[CH3:2]. (2) Given the reactants CC1C=CC(C)=CC=1.[C:9]([O:12][C:13]1[CH:14]=[C:15]([CH:19]=[C:20]([O:22][C:23](=[O:25])[CH3:24])[CH:21]=1)[C:16](Cl)=O)(=[O:11])[CH3:10].[C:26]([O:29][C:30]1[CH:37]=[CH:36][C:33]([CH:34]=C)=[CH:32][CH:31]=1)(=[O:28])[CH3:27], predict the reaction product. The product is: [C:9]([O:12][C:13]1[CH:14]=[C:15]([CH:16]=[CH:34][C:33]2[CH:36]=[CH:37][C:30]([O:29][C:26](=[O:28])[CH3:27])=[CH:31][CH:32]=2)[CH:19]=[C:20]([O:22][C:23](=[O:25])[CH3:24])[CH:21]=1)(=[O:11])[CH3:10]. (3) The product is: [Cl:21][C:18]1[CH:19]=[CH:20][C:11]([NH:10][C:6]2[CH:5]=[C:4]3[C:9](=[CH:8][CH:7]=2)[N:1]([C:53]2[CH:52]=[CH:28][CH:23]=[CH:24][C:29]=2[S:30]([CH3:33])(=[O:32])=[O:31])[CH:2]=[CH:3]3)=[C:12]([CH:17]=1)[C:13]([OH:15])=[O:14]. Given the reactants [NH:1]1[C:9]2[C:4](=[CH:5][C:6]([NH:10][C:11]3[CH:20]=[CH:19][C:18]([Cl:21])=[CH:17][C:12]=3[C:13]([O:15]C)=[O:14])=[CH:7][CH:8]=2)[CH:3]=[CH:2]1.F[C:23]1[CH:28]=CC=C[C:24]=1[CH2:29][S:30]([CH2:33]C1C=CC=CC=1F)(=[O:32])=[O:31].C(=O)([O-])[O-].[Cs+].[Cs+].Cl.C(O[CH2:52][CH3:53])(=O)C, predict the reaction product. (4) Given the reactants [CH3:1][NH:2][C:3]1[C:8]([NH2:9])=[CH:7][C:6]([C:10]([F:13])([F:12])[F:11])=[CH:5][N:4]=1.[CH2:14]([S:16][C:17]1[N:21]([CH3:22])[N:20]=[C:19]([C:23]([F:26])([F:25])[F:24])[C:18]=1[CH:27]=O)[CH3:15].S([O-])([O-])=O.[Na+].[Na+].C(=O)(O)[O-].[Na+], predict the reaction product. The product is: [CH2:14]([S:16][C:17]1[N:21]([CH3:22])[N:20]=[C:19]([C:23]([F:26])([F:25])[F:24])[C:18]=1[C:27]1[N:2]([CH3:1])[C:3]2=[N:4][CH:5]=[C:6]([C:10]([F:11])([F:12])[F:13])[CH:7]=[C:8]2[N:9]=1)[CH3:15].